From a dataset of Catalyst prediction with 721,799 reactions and 888 catalyst types from USPTO. Predict which catalyst facilitates the given reaction. (1) Product: [NH2:3][C@:2]([CH3:1])([CH2:8][CH2:9][C:10]1[N:11]([CH3:27])[CH:12]=[C:13]([C:15](=[O:26])[CH2:16][CH2:17][CH2:18][CH2:19][C:20]2[CH:21]=[CH:22][CH:23]=[CH:24][CH:25]=2)[CH:14]=1)[CH2:6][OH:5]. Reactant: [CH3:1][C@@:2]1([CH2:8][CH2:9][C:10]2[N:11]([CH3:27])[CH:12]=[C:13]([C:15](=[O:26])[CH2:16][CH2:17][CH2:18][CH2:19][C:20]3[CH:25]=[CH:24][CH:23]=[CH:22][CH:21]=3)[CH:14]=2)[CH2:6][O:5]C(=O)[NH:3]1.O1CCCC1.CO.[OH-].[K+]. The catalyst class is: 6. (2) Reactant: Br[CH2:2][C:3]1[N:8]([CH2:9][CH2:10][C:11]2[CH:23]=[CH:22][C:14]([C:15]([O:17][C:18]([CH3:21])([CH3:20])[CH3:19])=[O:16])=[CH:13][CH:12]=2)[C:7](=[O:24])[C:6]([Cl:25])=[CH:5][C:4]=1[Cl:26].C(=O)([O-])[O-].[K+].[K+].[CH3:33][NH:34][C:35]1[S:36][C:37]([CH3:40])=[CH:38][N:39]=1.CN1C(=O)CCC1. Product: [Cl:25][C:6]1[C:7](=[O:24])[N:8]([CH2:9][CH2:10][C:11]2[CH:23]=[CH:22][C:14]([C:15]([O:17][C:18]([CH3:21])([CH3:20])[CH3:19])=[O:16])=[CH:13][CH:12]=2)[C:3]([CH2:2][N:34]([CH3:33])[C:35]2[S:36][C:37]([CH3:40])=[CH:38][N:39]=2)=[C:4]([Cl:26])[CH:5]=1. The catalyst class is: 69. (3) Reactant: [CH2:1]([O:8][C:9]1[CH:45]=[CH:44][C:12]([C:13]([O:15][C:16]2[CH:21]=[CH:20][C:19]([CH2:22][C@H:23]([NH:31][C:32](=[O:43])[C:33]3[CH:38]=[CH:37][C:36]([C:39]([CH3:42])([CH3:41])[CH3:40])=[CH:35][CH:34]=3)[C:24]([O:26]C(C)(C)C)=[O:25])=[CH:18][CH:17]=2)=[O:14])=[CH:11][CH:10]=1)[CH2:2][CH2:3][CH2:4][CH2:5][CH2:6][CH3:7].C(O)(C(F)(F)F)=O. Product: [C:39]([C:36]1[CH:37]=[CH:38][C:33]([C:32]([NH:31][C@@H:23]([CH2:22][C:19]2[CH:20]=[CH:21][C:16]([O:15][C:13](=[O:14])[C:12]3[CH:11]=[CH:10][C:9]([O:8][CH2:1][CH2:2][CH2:3][CH2:4][CH2:5][CH2:6][CH3:7])=[CH:45][CH:44]=3)=[CH:17][CH:18]=2)[C:24]([OH:26])=[O:25])=[O:43])=[CH:34][CH:35]=1)([CH3:40])([CH3:41])[CH3:42]. The catalyst class is: 2. (4) Reactant: COC[O:4][C:5]1[CH:6]=[CH:7][C:8]2[C@@H:9]3[C@@H:17]([C@H:18]([CH2:22][CH2:23][CH2:24][CH2:25][O:26][CH2:27][CH2:28][O:29][CH2:30][CH2:31][O:32][CH2:33][CH2:34][O:35][CH2:36][C:37]([O:39]C(C)(C)C)=[O:38])[CH2:19][C:20]=2[CH:21]=1)[C@H:16]1[C@@:12]([CH3:48])([C@@H:13]([O:44]COC)[CH2:14][CH2:15]1)[CH2:11][CH2:10]3.Cl. Product: [OH:4][C:5]1[CH:6]=[CH:7][C:8]2[C@@H:9]3[C@@H:17]([C@H:18]([CH2:22][CH2:23][CH2:24][CH2:25][O:26][CH2:27][CH2:28][O:29][CH2:30][CH2:31][O:32][CH2:33][CH2:34][O:35][CH2:36][C:37]([OH:39])=[O:38])[CH2:19][C:20]=2[CH:21]=1)[C@H:16]1[C@@:12]([CH3:48])([C@@H:13]([OH:44])[CH2:14][CH2:15]1)[CH2:11][CH2:10]3. The catalyst class is: 1. (5) The catalyst class is: 333. Reactant: Cl[C:2]1[CH:3]=[C:4]([NH:11][C:12]2[CH:17]=[CH:16][CH:15]=[C:14]([N:18]3[C@@H:22]([CH3:23])[CH2:21][CH2:20][C@@H:19]3[CH3:24])[N:13]=2)[C:5]2[N:6]([CH:8]=[CH:9][N:10]=2)[N:7]=1.[C:25]1(B(O)O)[CH:30]=[CH:29][CH:28]=[CH:27][CH:26]=1.CC(C1C=C(C(C)C)C(C2C=CC=CC=2P(C2CCCCC2)C2CCCCC2)=C(C(C)C)C=1)C.C([O-])([O-])=O.[Na+].[Na+]. Product: [CH3:24][C@H:19]1[CH2:20][CH2:21][C@H:22]([CH3:23])[N:18]1[C:14]1[N:13]=[C:12]([NH:11][C:4]2[C:5]3[N:6]([CH:8]=[CH:9][N:10]=3)[N:7]=[C:2]([C:25]3[CH:30]=[CH:29][CH:28]=[CH:27][CH:26]=3)[CH:3]=2)[CH:17]=[CH:16][CH:15]=1. (6) Reactant: [Cl:1][C:2]1[N:3]=[C:4]([C:7](=[O:31])[CH2:8][O:9][CH2:10][CH2:11][N:12]2[C:20]([C:21]3[CH:26]=[CH:25][CH:24]=[CH:23][CH:22]=3)=[C:19]3[C:14]([N:15]([CH3:30])[C:16](=[O:29])[N:17]([CH3:28])[C:18]3=[O:27])=[CH:13]2)[S:5][CH:6]=1.[BH4-].[Na+]. Product: [Cl:1][C:2]1[N:3]=[C:4]([CH:7]([OH:31])[CH2:8][O:9][CH2:10][CH2:11][N:12]2[C:20]([C:21]3[CH:22]=[CH:23][CH:24]=[CH:25][CH:26]=3)=[C:19]3[C:14]([N:15]([CH3:30])[C:16](=[O:29])[N:17]([CH3:28])[C:18]3=[O:27])=[CH:13]2)[S:5][CH:6]=1. The catalyst class is: 5. (7) Reactant: [Cl:1][C:2]1[N:7]=[C:6]([C:8]2[CH:13]=[CH:12][CH:11]=[C:10]([N+:14]([O-])=O)[CH:9]=2)[C:5]([NH:17][C:18]2[CH:23]=[CH:22][CH:21]=[C:20]([F:24])[CH:19]=2)=[CH:4][N:3]=1.[H][H]. Product: [NH2:14][C:10]1[CH:9]=[C:8]([C:6]2[C:5]([NH:17][C:18]3[CH:23]=[CH:22][CH:21]=[C:20]([F:24])[CH:19]=3)=[CH:4][N:3]=[C:2]([Cl:1])[N:7]=2)[CH:13]=[CH:12][CH:11]=1. The catalyst class is: 29. (8) Reactant: [CH2:1]([N:8]1[C:12]([CH3:13])=[CH:11][CH:10]=[C:9]1[C:14]([O:16][CH2:17][CH3:18])=[O:15])[C:2]1[CH:7]=[CH:6][CH:5]=[CH:4][CH:3]=1.[I:19]N1C(=O)CCC1=O. Product: [CH2:1]([N:8]1[C:12]([CH3:13])=[C:11]([I:19])[CH:10]=[C:9]1[C:14]([O:16][CH2:17][CH3:18])=[O:15])[C:2]1[CH:3]=[CH:4][CH:5]=[CH:6][CH:7]=1. The catalyst class is: 372. (9) Reactant: S(=O)(=O)(O)O.C(C1[O:11][C:12]2[C:18]([S:19]([N:22]3[CH2:27][CH2:26][N:25]([CH3:28])[CH2:24][CH2:23]3)(=[O:21])=[O:20])=[C:17]([Cl:29])[CH:16]=[CH:15][C:13]=2[N:14]=1)(C)(C)C. Product: [NH2:14][C:13]1[C:12]([OH:11])=[C:18]([S:19]([N:22]2[CH2:27][CH2:26][N:25]([CH3:28])[CH2:24][CH2:23]2)(=[O:21])=[O:20])[C:17]([Cl:29])=[CH:16][CH:15]=1. The catalyst class is: 127.